Dataset: NCI-60 drug combinations with 297,098 pairs across 59 cell lines. Task: Regression. Given two drug SMILES strings and cell line genomic features, predict the synergy score measuring deviation from expected non-interaction effect. (1) Drug 1: COC1=C(C=C2C(=C1)N=CN=C2NC3=CC(=C(C=C3)F)Cl)OCCCN4CCOCC4. Drug 2: CN1C2=C(C=C(C=C2)N(CCCl)CCCl)N=C1CCCC(=O)O.Cl. Cell line: SR. Synergy scores: CSS=26.0, Synergy_ZIP=-6.93, Synergy_Bliss=-4.59, Synergy_Loewe=-14.3, Synergy_HSA=-2.30. (2) Drug 1: C1=CC(=CC=C1CCC2=CNC3=C2C(=O)NC(=N3)N)C(=O)NC(CCC(=O)O)C(=O)O. Drug 2: C1CCC(CC1)NC(=O)N(CCCl)N=O. Cell line: SK-MEL-28. Synergy scores: CSS=14.0, Synergy_ZIP=-7.47, Synergy_Bliss=-3.82, Synergy_Loewe=-3.54, Synergy_HSA=-3.29.